From a dataset of Full USPTO retrosynthesis dataset with 1.9M reactions from patents (1976-2016). Predict the reactants needed to synthesize the given product. (1) Given the product [CH:5]1([C:3]2[N:8]=[C:9]([NH2:11])[S:10][CH:2]=2)[CH2:7][CH2:6]1, predict the reactants needed to synthesize it. The reactants are: Br[CH2:2][C:3]([CH:5]1[CH2:7][CH2:6]1)=O.[NH2:8][C:9]([NH2:11])=[S:10]. (2) Given the product [Br:1][C:2]1[CH:3]=[CH:4][C:5]2[S:9][N:8]=[C:7]([CH2:10][OH:11])[C:6]=2[CH:14]=1, predict the reactants needed to synthesize it. The reactants are: [Br:1][C:2]1[CH:3]=[CH:4][C:5]2[S:9][N:8]=[C:7]([C:10](OC)=[O:11])[C:6]=2[CH:14]=1.[BH4-].[Na+]. (3) Given the product [F:12][C:4]1[CH:3]=[C:2]([B:16]2[O:17][C:18]([CH3:20])([CH3:19])[C:14]([CH3:30])([CH3:13])[O:15]2)[CH:7]=[C:6]([CH3:8])[C:5]=1[CH:9]([OH:11])[CH3:10], predict the reactants needed to synthesize it. The reactants are: Br[C:2]1[CH:7]=[C:6]([CH3:8])[C:5]([CH:9]([OH:11])[CH3:10])=[C:4]([F:12])[CH:3]=1.[CH3:13][C:14]1([CH3:30])[C:18]([CH3:20])([CH3:19])[O:17][B:16]([B:16]2[O:17][C:18]([CH3:20])([CH3:19])[C:14]([CH3:30])([CH3:13])[O:15]2)[O:15]1.ClCCl.C([O-])(=O)C.[K+]. (4) Given the product [C:27]([NH:1][C:2]1[S:17][C:5]2[CH2:6][N:7]([C:10]([O:12][C:13]([CH3:14])([CH3:15])[CH3:16])=[O:11])[CH2:8][CH2:9][C:4]=2[C:3]=1[C:18]#[N:19])(=[O:29])[CH3:28], predict the reactants needed to synthesize it. The reactants are: [NH2:1][C:2]1[S:17][C:5]2[CH2:6][N:7]([C:10]([O:12][C:13]([CH3:16])([CH3:15])[CH3:14])=[O:11])[CH2:8][CH2:9][C:4]=2[C:3]=1[C:18]#[N:19].C(N(CC)CC)C.[C:27](OC(=O)C)(=[O:29])[CH3:28]. (5) The reactants are: [C:1]([C:5]1[CH:33]=[CH:32][C:8]([C:9]([NH:11][CH2:12][C:13]2[CH:18]=[CH:17][C:16]([C:19]3[C:20]4[CH:27]=[C:26]([C:28]([OH:30])=O)[NH:25][C:21]=4[N:22]=[CH:23][N:24]=3)=[CH:15][C:14]=2[F:31])=[O:10])=[CH:7][CH:6]=1)([CH3:4])([CH3:3])[CH3:2].CN(C(ON1N=NC2C=CC=CC1=2)=[N+](C)C)C.F[P-](F)(F)(F)(F)F.CCN(C(C)C)C(C)C.[NH2:67][CH2:68][CH2:69][OH:70]. Given the product [OH:70][CH2:69][CH2:68][NH:67][C:28]([C:26]1[NH:25][C:21]2[N:22]=[CH:23][N:24]=[C:19]([C:16]3[CH:17]=[CH:18][C:13]([CH2:12][NH:11][C:9](=[O:10])[C:8]4[CH:32]=[CH:33][C:5]([C:1]([CH3:4])([CH3:3])[CH3:2])=[CH:6][CH:7]=4)=[C:14]([F:31])[CH:15]=3)[C:20]=2[CH:27]=1)=[O:30], predict the reactants needed to synthesize it.